Task: Predict the product of the given reaction.. Dataset: Forward reaction prediction with 1.9M reactions from USPTO patents (1976-2016) (1) The product is: [Cl:1][C:2]1[N:7]=[C:6]([C:8]2[CH:9]=[N:10][C:11]([N:14]3[CH2:19][CH2:18][NH:17][CH2:16][CH2:15]3)=[CH:12][CH:13]=2)[CH:5]=[C:4]([CH:27]2[CH2:29][CH2:28]2)[CH:3]=1. Given the reactants [Cl:1][C:2]1[N:7]=[C:6]([C:8]2[CH:9]=[N:10][C:11]([N:14]3[CH2:19][CH2:18][N:17](C(OC(C)(C)C)=O)[CH2:16][CH2:15]3)=[CH:12][CH:13]=2)[CH:5]=[C:4]([CH:27]2[CH2:29][CH2:28]2)[CH:3]=1, predict the reaction product. (2) Given the reactants [H-].[Al+3].[Li+].[H-].[H-].[H-].[Cl-].[Al+3].[Cl-].[Cl-].[CH2:11]([N:18]1[CH2:24][CH:23]([CH2:25][O:26][Si:27]([C:30]([CH3:33])([CH3:32])[CH3:31])([CH3:29])[CH3:28])[CH:22]([C:34]2[CH:39]=[CH:38][C:37]([Cl:40])=[C:36]([Cl:41])[CH:35]=2)[O:21][CH2:20][C:19]1=O)[C:12]1[CH:17]=[CH:16][CH:15]=[CH:14][CH:13]=1.[OH-].[Na+], predict the reaction product. The product is: [CH2:11]([N:18]1[CH2:24][CH:23]([CH2:25][O:26][Si:27]([C:30]([CH3:33])([CH3:32])[CH3:31])([CH3:29])[CH3:28])[CH:22]([C:34]2[CH:39]=[CH:38][C:37]([Cl:40])=[C:36]([Cl:41])[CH:35]=2)[O:21][CH2:20][CH2:19]1)[C:12]1[CH:13]=[CH:14][CH:15]=[CH:16][CH:17]=1. (3) Given the reactants [OH:1][C:2]1[C:7]2[NH:8][CH:9]([CH2:12][NH:13][C:14](=[O:16])[CH3:15])[CH2:10][O:11][C:6]=2[CH:5]=[CH:4][CH:3]=1.C(N(CC)C(C)C)(C)C.[S:26](O[S:26]([C:29]([F:32])([F:31])[F:30])(=[O:28])=[O:27])([C:29]([F:32])([F:31])[F:30])(=[O:28])=[O:27], predict the reaction product. The product is: [F:30][C:29]([F:32])([F:31])[S:26]([O:1][C:2]1[C:7]2[NH:8][CH:9]([CH2:12][NH:13][C:14](=[O:16])[CH3:15])[CH2:10][O:11][C:6]=2[CH:5]=[CH:4][CH:3]=1)(=[O:28])=[O:27]. (4) Given the reactants NC1C2C(=C(C3C([C@@H](N[C:30](=[O:48])[CH2:31][N:32]4[C:40]5[C:39]([F:42])([F:41])[CH2:38][CH2:37][C:36](F)(F)[C:35]=5[C:34]([CH:45]([F:47])[F:46])=[N:33]4)CC4C=C(F)C=C(F)C=4)=NC(SC)=NC=3)C=CC=2)N(C)N=1.FC(F)C1C2[C@H]3C[C@H]3C(F)(F)C=2N(CC(O)=O)N=1.[NH2:68][C@H:69]([C:79]1[C:84]([C:85]2[CH:86]=[CH:87][C:88]3[N:89]([C:91]([NH:94][C:95](=[O:99])[O:96][CH2:97][CH3:98])=[N:92][N:93]=3)[CH:90]=2)=[CH:83][CH:82]=[C:81]([C:100]#[C:101][C:102]([OH:105])([CH3:104])[CH3:103])[N:80]=1)[CH2:70][C:71]1[CH:76]=[C:75]([F:77])[CH:74]=[C:73]([F:78])[CH:72]=1, predict the reaction product. The product is: [F:47][CH:45]([F:46])[C:34]1[C:35]2[C@H:36]3[CH2:37][C@H:38]3[C:39]([F:41])([F:42])[C:40]=2[N:32]([CH2:31][C:30]([NH:68][C@H:69]([C:79]2[C:84]([C:85]3[CH:86]=[CH:87][C:88]4[N:89]([C:91]([NH:94][C:95](=[O:99])[O:96][CH2:97][CH3:98])=[N:92][N:93]=4)[CH:90]=3)=[CH:83][CH:82]=[C:81]([C:100]#[C:101][C:102]([OH:105])([CH3:104])[CH3:103])[N:80]=2)[CH2:70][C:71]2[CH:72]=[C:73]([F:78])[CH:74]=[C:75]([F:77])[CH:76]=2)=[O:48])[N:33]=1. (5) Given the reactants [O:1]=[C:2]1[C:15]2[CH:14]=[C:13]([C:16]([OH:18])=O)[CH:12]=[CH:11][C:10]=2[S:9][C:8]2[C:3]1=[CH:4][CH:5]=[CH:6][CH:7]=2.Cl.S(Cl)([Cl:22])=O, predict the reaction product. The product is: [O:1]=[C:2]1[C:15]2[CH:14]=[C:13]([C:16]([Cl:22])=[O:18])[CH:12]=[CH:11][C:10]=2[S:9][C:8]2[C:3]1=[CH:4][CH:5]=[CH:6][CH:7]=2. (6) Given the reactants [C:1]([O:5][C:6]([N:8]1[C@H:12]([C:13](=[O:54])[NH:14][C@:15]2([C:20]([NH:22][S:23]([C:26]3[CH:31]=[CH:30][CH:29]=[CH:28][C:27]=3[NH:32][CH2:33][CH2:34][CH2:35][CH2:36][CH2:37][CH2:38][CH2:39][C@H:40]([NH:45][C:46]([O:48][CH:49]3[CH2:53][CH2:52][CH2:51][CH2:50]3)=[O:47])[C:41]([O:43]C)=[O:42])(=[O:25])=[O:24])=[O:21])[CH2:17][C@H:16]2[CH:18]=[CH2:19])[CH2:11][C@@H:10]([O:55][C:56]([N:58]2[CH2:66][C:65]3[C:60](=[CH:61][CH:62]=[CH:63][C:64]=3[F:67])[CH2:59]2)=[O:57])[CH2:9]1)=[O:7])([CH3:4])([CH3:3])[CH3:2].[Li+].[OH-], predict the reaction product. The product is: [C:1]([O:5][C:6]([N:8]1[C@H:12]([C:13](=[O:54])[NH:14][C@:15]2([C:20]([NH:22][S:23]([C:26]3[CH:31]=[CH:30][CH:29]=[CH:28][C:27]=3[NH:32][CH2:33][CH2:34][CH2:35][CH2:36][CH2:37][CH2:38][CH2:39][C@@H:40]([C:41]([OH:43])=[O:42])[NH:45][C:46]([O:48][CH:49]3[CH2:53][CH2:52][CH2:51][CH2:50]3)=[O:47])(=[O:24])=[O:25])=[O:21])[CH2:17][C@H:16]2[CH:18]=[CH2:19])[CH2:11][C@@H:10]([O:55][C:56]([N:58]2[CH2:66][C:65]3[C:60](=[CH:61][CH:62]=[CH:63][C:64]=3[F:67])[CH2:59]2)=[O:57])[CH2:9]1)=[O:7])([CH3:2])([CH3:3])[CH3:4]. (7) Given the reactants Br[C:2]1[CH:7]=[CH:6][CH:5]=[C:4]([Br:8])[N:3]=1.C1(P(C2C=CC=CC=2)C2C=CC=CC=2)C=CC=CC=1.C(=O)([O-])[O-].[K+].[K+].[Cl:34][C:35]1[CH:42]=[C:41]([Cl:43])[CH:40]=[CH:39][C:36]=1[CH2:37][NH2:38], predict the reaction product. The product is: [Br:8][C:4]1[N:3]=[C:2]([NH:38][CH2:37][C:36]2[CH:39]=[CH:40][C:41]([Cl:43])=[CH:42][C:35]=2[Cl:34])[CH:7]=[CH:6][CH:5]=1. (8) Given the reactants [Cl:1][C:2]1[CH:7]=[C:6]([Cl:8])[CH:5]=[CH:4][C:3]=1[C:9]1[N:10]=[C:11]([C:22]([O:24]CC)=O)[N:12]([CH3:21])[C:13]=1[C:14]1[CH:19]=[CH:18][C:17]([Cl:20])=[CH:16][CH:15]=1.[NH3:27], predict the reaction product. The product is: [Cl:1][C:2]1[CH:7]=[C:6]([Cl:8])[CH:5]=[CH:4][C:3]=1[C:9]1[N:10]=[C:11]([C:22]([NH2:27])=[O:24])[N:12]([CH3:21])[C:13]=1[C:14]1[CH:19]=[CH:18][C:17]([Cl:20])=[CH:16][CH:15]=1. (9) The product is: [F:1][C:2]1[CH:9]=[C:8]([S:10][C:11]([F:13])([F:12])[F:14])[CH:7]=[CH:6][C:3]=1[N:4]([CH3:5])[C:27]([NH:17][CH3:15])=[O:33]. Given the reactants [F:1][C:2]1[CH:9]=[C:8]([S:10][C:11]([F:14])([F:13])[F:12])[CH:7]=[CH:6][C:3]=1[NH:4][CH3:5].[CH2:15]([N:17](CC)CC)C.ClC(O[C:27](=[O:33])OC(Cl)(Cl)Cl)(Cl)Cl.CN, predict the reaction product.